Regression. Given two drug SMILES strings and cell line genomic features, predict the synergy score measuring deviation from expected non-interaction effect. From a dataset of NCI-60 drug combinations with 297,098 pairs across 59 cell lines. (1) Drug 1: COC1=C(C=C2C(=C1)N=CN=C2NC3=CC(=C(C=C3)F)Cl)OCCCN4CCOCC4. Drug 2: CCC1(CC2CC(C3=C(CCN(C2)C1)C4=CC=CC=C4N3)(C5=C(C=C6C(=C5)C78CCN9C7C(C=CC9)(C(C(C8N6C=O)(C(=O)OC)O)OC(=O)C)CC)OC)C(=O)OC)O.OS(=O)(=O)O. Cell line: RXF 393. Synergy scores: CSS=50.3, Synergy_ZIP=-0.268, Synergy_Bliss=3.37, Synergy_Loewe=4.76, Synergy_HSA=7.39. (2) Drug 1: CC1=CC2C(CCC3(C2CCC3(C(=O)C)OC(=O)C)C)C4(C1=CC(=O)CC4)C. Drug 2: CC1CCCC2(C(O2)CC(NC(=O)CC(C(C(=O)C(C1O)C)(C)C)O)C(=CC3=CSC(=N3)C)C)C. Cell line: NCI/ADR-RES. Synergy scores: CSS=-3.31, Synergy_ZIP=0.173, Synergy_Bliss=-2.01, Synergy_Loewe=-3.47, Synergy_HSA=-3.35.